From a dataset of Forward reaction prediction with 1.9M reactions from USPTO patents (1976-2016). Predict the product of the given reaction. (1) Given the reactants [CH:1]([N:14]1[CH2:17][C:16](=[C:18]([S:28]([CH3:31])(=[O:30])=[O:29])[C:19]2[CH:24]=[CH:23][CH:22]=[C:21]([N+:25]([O-])=O)[CH:20]=2)[CH2:15]1)([C:8]1[CH:13]=[CH:12][CH:11]=[CH:10][CH:9]=1)[C:2]1[CH:7]=[CH:6][CH:5]=[CH:4][CH:3]=1.Cl, predict the reaction product. The product is: [NH2:25][C:21]1[CH:20]=[C:19]([C:18](=[C:16]2[CH2:15][N:14]([CH:1]([C:2]3[CH:3]=[CH:4][CH:5]=[CH:6][CH:7]=3)[C:8]3[CH:9]=[CH:10][CH:11]=[CH:12][CH:13]=3)[CH2:17]2)[S:28]([CH3:31])(=[O:30])=[O:29])[CH:24]=[CH:23][CH:22]=1. (2) Given the reactants [C:1]1([C:18]2[CH:23]=[CH:22][CH:21]=[CH:20][CH:19]=2)[CH:6]=[CH:5][CH:4]=[C:3]([NH:7][C:8]2[N:16]=[CH:15][C:14]([F:17])=[CH:13][C:9]=2[C:10](O)=[O:11])[CH:2]=1.[C:24]([N:31]1[CH:35]=[CH:34][N:33]=[CH:32]1)(N1C=CN=C1)=[O:25].N[C@@H:37]1CCN(C(OC(C)(C)C)=O)C1.[H-].[Na+], predict the reaction product. The product is: [C:1]1([C:18]2[CH:19]=[CH:20][CH:21]=[CH:22][CH:23]=2)[CH:6]=[CH:5][CH:4]=[C:3]([N:7]2[C:8]3[N:16]=[CH:15][C:14]([F:17])=[CH:13][C:9]=3[C:10](=[O:11])[N:31]([C@@H:35]3[CH2:37][CH2:32][NH:33][CH2:34]3)[C:24]2=[O:25])[CH:2]=1. (3) Given the reactants [C:1]([O:5][C:6]([N:8]1[CH2:13][CH2:12][CH2:11][CH2:10][CH:9]1[CH2:14][C:15]([OH:17])=[O:16])=[O:7])([CH3:4])([CH3:3])[CH3:2].Br[CH2:19][C:20]([C:22]1[CH:27]=[CH:26][CH:25]=[C:24]([O:28][CH3:29])[CH:23]=1)=[O:21], predict the reaction product. The product is: [C:1]([O:5][C:6]([N:8]1[CH2:13][CH2:12][CH2:11][CH2:10][CH:9]1[CH2:14][C:15]([O:17][CH2:19][C:20]([C:22]1[CH:27]=[CH:26][CH:25]=[C:24]([O:28][CH3:29])[CH:23]=1)=[O:21])=[O:16])=[O:7])([CH3:4])([CH3:2])[CH3:3].